From a dataset of Human Reference Interactome with 51,813 positive PPI pairs across 8,248 proteins, plus equal number of experimentally-validated negative pairs. Binary Classification. Given two protein amino acid sequences, predict whether they physically interact or not. (1) Protein 1 (ENSG00000204710) has sequence MLWAIPELGSPCPISISYEMSDSQDPTTSPVVTTQVELGGCSRQGGGNGFLRFRQHQEVQAFLSLLEDSFVQEFLSKDPCFQISDKYLLAMVLVYFQRAHLKLSEYTHSSLFLALYLANDMEEDLEGPKCEIFPWALGKDWCLRVGKFLHQRDKLWARMGFRAVVSRQCCEEVMAKEPFHWAWTRDRRPHHGGVQRVCPQVPVRLPRGPGLSPPHCSPCGLPQHCSSHLLKPVSSKCPSLTSECHRPPSQNYLSRVKNAWGGDFLIVLPPQMQLEPGTYSLRIFPKPPARPGH*. Protein 2 (ENSG00000149716) has sequence MAGSQDIFDAIVMADERFHGEGYREGYEEGSSLGVMEGRQHGTLHGAKIGSEIGCYQGFAFAWKCLLHSCTTEKDSRKMKVLESLIGMIQKFPYDDPTYDKLHEDLDKIRGKFKQFCSLLNVQPDFKISAEGSGLSF*MAGSQDIFDAIVMADERFHGEGYREGYEEGSSLGVMEGRQHGTLHGAKIGSEQKDEGLRIIDWNDPEIPL*XRKMKVLESLIGMIQKFPYDDPTYDKLHEDLDKIRGKFKQFCSLLNVQPDFKISAEGSGLSF*MAGSQDIFDAIVMADERFHGEGYREGYE.... Result: 0 (the proteins do not interact). (2) Protein 1 (ENSG00000197050) has sequence MARKLVMFRDVAIDFSQEEWECLDSAQRDLYRDVMLENYSNLVSLDLPSRCASKDLSPEKNTYETELSQWEMSDRLENCDLEESNSRDYLEAKGKMEKQQENQKEYFRQGMIIYDKMSIFNQHTYLSQHSRCHSTEKPYKCKECGKAFRRASHLTQHQSIHTGEKPYECKQCGKAFSRDSQLSLHQRLHTGEKPYACKECGKAFTQSSQLILHHRIHTGEKPYKCEECGKAFIRSSQLTRHQKVHTGEKPYECKECGKAFTQNSQLTLHQRLHTGEKLYECKECRKVFTQLSQLILHKRI.... Protein 2 (ENSG00000151748) has sequence MLSRKKTKNEVSKPAEVQGKYVKKETSPLLRNLMPSFIRHGPTIPRRTDICLPDSSPNAFSTSGDVVSRNQSFLRTPIQRTPHEIMRRESNRLSAPSYLARSLADVPREYGSSQSFVTEVSFAVENGDSGSRYYYSDNFFDGQRKRPLGDRAHEDYRYYEYNHDLFQRMPQNQGRHASGIGRVAATSLGNLTNHGSEDLPLPPGWSVDWTMRGRKYYIDHNTNTTHWSHPLEREGLPPGWERVESSEFGTYYVDHTNKKAQYRHPCAPSVPRYDQPPPVTYQPQQTERNQSLLVPANPYH.... Result: 0 (the proteins do not interact).